This data is from Full USPTO retrosynthesis dataset with 1.9M reactions from patents (1976-2016). The task is: Predict the reactants needed to synthesize the given product. (1) Given the product [Cl:1][C:2]1[N:3]=[CH:4][C:5]2[C:10]([I:28])=[C:9]([CH:11]([O:15][CH2:16][CH3:17])[O:12][CH2:13][CH3:14])[N:8]([CH2:18][CH2:19][NH:20][C:21](=[O:27])[O:22][C:23]([CH3:25])([CH3:24])[CH3:26])[C:6]=2[N:7]=1, predict the reactants needed to synthesize it. The reactants are: [Cl:1][C:2]1[N:3]=[CH:4][C:5]2[CH:10]=[C:9]([CH:11]([O:15][CH2:16][CH3:17])[O:12][CH2:13][CH3:14])[N:8]([CH2:18][CH2:19][NH:20][C:21](=[O:27])[O:22][C:23]([CH3:26])([CH3:25])[CH3:24])[C:6]=2[N:7]=1.[I:28]N1C(C)(C)C(=O)N(I)C1=O.C([O-])(O)=O.[Na+]. (2) Given the product [CH2:11]([C:2]1[CH2:3][C:4]2[C:9]([CH:10]=1)=[CH:8][CH:7]=[CH:6][CH:5]=2)[C:12]([CH3:15])([CH3:14])[CH3:13], predict the reactants needed to synthesize it. The reactants are: Br[C:2]1[CH2:3][C:4]2[C:9]([CH:10]=1)=[CH:8][CH:7]=[CH:6][CH:5]=2.[CH2:11]([Mg]Cl)[C:12]([CH3:15])([CH3:14])[CH3:13]. (3) Given the product [Cl:1][C:2]1[C:3]2[CH:16]=[CH:15][N:14]([CH3:17])[C:4]=2[N:5]=[C:6]([C:8]2[CH:9]=[N:10][CH:11]=[CH:12][CH:13]=2)[N:7]=1, predict the reactants needed to synthesize it. The reactants are: [Cl:1][C:2]1[C:3]2[CH:16]=[CH:15][NH:14][C:4]=2[N:5]=[C:6]([C:8]2[CH:9]=[N:10][CH:11]=[CH:12][CH:13]=2)[N:7]=1.[C:17]([O-])([O-])=O.[Cs+].[Cs+].IC. (4) Given the product [CH2:1]([O:3][C:4]([CH:6]1[CH2:8][CH:7]1[C:9]([C:10]1[CH:15]=[C:14]([C:16]#[N:17])[CH:13]=[CH:12][C:11]=1[F:18])=[CH:32][NH:29][S:26]([C:23]1[CH:24]=[CH:25][C:20]([CH3:31])=[CH:21][CH:22]=1)(=[O:28])=[O:27])=[O:5])[CH3:2], predict the reactants needed to synthesize it. The reactants are: [CH2:1]([O:3][C:4]([CH:6]1[CH2:8][CH:7]1[C:9](=O)[C:10]1[CH:15]=[C:14]([C:16]#[N:17])[CH:13]=[CH:12][C:11]=1[F:18])=[O:5])[CH3:2].[C:20]1([CH3:31])[CH:25]=[CH:24][C:23]([S:26]([NH:29]N)(=[O:28])=[O:27])=[CH:22][CH:21]=1.[CH2:32](O)C. (5) Given the product [CH3:8][C:3]1[CH:4]=[C:5]([CH3:7])[CH:6]=[C:1]([CH3:14])[C:2]=1[S:9]([O-:12])(=[O:11])=[O:10].[NH2:13][N+:15]1[CH:20]=[CH:19][N:18]=[CH:17][CH:16]=1, predict the reactants needed to synthesize it. The reactants are: [C:1]1([CH3:14])[CH:6]=[C:5]([CH3:7])[CH:4]=[C:3]([CH3:8])[C:2]=1[S:9]([O:12][NH2:13])(=[O:11])=[O:10].[N:15]1[CH:20]=[CH:19][N:18]=[CH:17][CH:16]=1.C(OCC)C.